Dataset: Reaction yield outcomes from USPTO patents with 853,638 reactions. Task: Predict the reaction yield, written as a fraction of the theoretical maximum amount of product (1.0 means a 100% yield; for example, 0.34 means a 34% yield). (1) The reactants are [ClH:1].[N:2]1([CH2:8][CH2:9][N:10]2[CH2:15][C:14]3[CH:16]=[C:17](/[CH:20]=[CH:21]/[C:22](O)=[O:23])[CH:18]=[N:19][C:13]=3[NH:12][C:11]2=[O:25])[CH2:7][CH2:6][O:5][CH2:4][CH2:3]1.Cl.CN1CC2C=C(/C=C/C(O)=O)C=NC=2NC(=O)C1.[CH3:45][NH:46][CH2:47][C:48]1[C:57]2[C:52](=[CH:53][CH:54]=[CH:55][CH:56]=2)[C:51]([CH3:58])=[CH:50][CH:49]=1.CNCC1C=CC2C(=CC=CC=2)C=1CCC. No catalyst specified. The product is [ClH:1].[CH3:45][N:46]([CH2:47][C:48]1[C:57]2[C:52](=[CH:53][CH:54]=[CH:55][CH:56]=2)[C:51]([CH3:58])=[CH:50][CH:49]=1)[C:22](=[O:23])/[CH:21]=[CH:20]/[C:17]1[CH:18]=[N:19][C:13]2[NH:12][C:11](=[O:25])[N:10]([CH2:9][CH2:8][N:2]3[CH2:7][CH2:6][O:5][CH2:4][CH2:3]3)[CH2:15][C:14]=2[CH:16]=1. The yield is 0.500. (2) The reactants are [CH2:1]([O:8][C:9]1[C:17]([O:18][CH3:19])=[CH:16][C:12]([C:13]([OH:15])=O)=[C:11]([N+:20]([O-:22])=[O:21])[CH:10]=1)[C:2]1[CH:7]=[CH:6][CH:5]=[CH:4][CH:3]=1.Cl.[CH3:24][O:25][C:26](=[O:32])[C@@H:27]1[CH2:31][CH2:30][CH2:29][NH:28]1.C(Cl)CCl.CCN(C(C)C)C(C)C. The catalyst is CC(N(C)C)=O. The product is [CH2:1]([O:8][C:9]1[C:17]([O:18][CH3:19])=[CH:16][C:12]([C:13]([N:28]2[CH2:29][CH2:30][CH2:31][C@H:27]2[C:26]([O:25][CH3:24])=[O:32])=[O:15])=[C:11]([N+:20]([O-:22])=[O:21])[CH:10]=1)[C:2]1[CH:3]=[CH:4][CH:5]=[CH:6][CH:7]=1. The yield is 0.720.